This data is from Forward reaction prediction with 1.9M reactions from USPTO patents (1976-2016). The task is: Predict the product of the given reaction. (1) Given the reactants [Cl:1][C:2]1[C:7]([OH:8])=[C:6](I)[CH:5]=[C:4]([CH2:10][OH:11])[N:3]=1.[CH3:12][Si:13]([C:16]#[CH:17])([CH3:15])[CH3:14], predict the reaction product. The product is: [Cl:1][C:2]1[C:7]([OH:8])=[C:6]([C:17]#[C:16][Si:13]([CH3:15])([CH3:14])[CH3:12])[CH:5]=[C:4]([CH2:10][OH:11])[N:3]=1. (2) Given the reactants [Br:1][C:2]1[C:3]([O:19][CH3:20])=[CH:4][C:5]([Cl:18])=[C:6]([C:8]([C:10]2[CH:15]=[CH:14][C:13]([CH2:16][CH3:17])=[CH:12][CH:11]=2)=O)[CH:7]=1.C([SiH](CC)CC)C.CS(O)(=O)=O, predict the reaction product. The product is: [Br:1][C:2]1[CH:7]=[C:6]([CH2:8][C:10]2[CH:11]=[CH:12][C:13]([CH2:16][CH3:17])=[CH:14][CH:15]=2)[C:5]([Cl:18])=[CH:4][C:3]=1[O:19][CH3:20]. (3) Given the reactants [Br:1][C:2]1[CH:3]=[C:4]([C:8]([CH3:29])([CH:12]([O:21][Si:22]([C:25]([CH3:28])([CH3:27])[CH3:26])([CH3:24])[CH3:23])[C:13]2[CH:18]=[C:17]([F:19])[CH:16]=[CH:15][C:14]=2[F:20])[C:9]([OH:11])=[O:10])[CH:5]=[N:6][CH:7]=1.[CH2:30]([OH:37])[C:31]1[CH:36]=[CH:35][CH:34]=[CH:33][CH:32]=1.C([N:40]([CH2:43]C)CC)C.P(N=[N+]=[N-])(=O)(OC1C=CC=CC=1)[O:46]C1C=CC=CC=1, predict the reaction product. The product is: [C:9]([O-:11])(=[O:10])[CH3:8].[NH4+:6].[Br:1][C:2]1[CH:3]=[C:4]([C:8]([NH:40][C:43](=[O:46])[O:37][CH2:30][C:31]2[CH:36]=[CH:35][CH:34]=[CH:33][CH:32]=2)([CH3:29])[CH:12]([O:21][Si:22]([C:25]([CH3:27])([CH3:26])[CH3:28])([CH3:24])[CH3:23])[C:13]2[CH:18]=[C:17]([F:19])[CH:16]=[CH:15][C:14]=2[F:20])[CH:5]=[N:6][CH:7]=1. (4) Given the reactants Br[C:2]1[CH:3]=[CH:4][CH:5]=[C:6]2[C:11]=1[N:10]=[CH:9][CH:8]=[CH:7]2.[N:12]1([C:18]([O:20][C:21]([CH3:24])([CH3:23])[CH3:22])=[O:19])[CH2:17][CH2:16][NH:15][CH2:14][CH2:13]1.C[Si]([N-][Si](C)(C)C)(C)C.[Li+], predict the reaction product. The product is: [N:10]1[C:11]2[C:6](=[CH:5][CH:4]=[CH:3][C:2]=2[N:15]2[CH2:14][CH2:13][N:12]([C:18]([O:20][C:21]([CH3:24])([CH3:23])[CH3:22])=[O:19])[CH2:17][CH2:16]2)[CH:7]=[CH:8][CH:9]=1. (5) The product is: [I:1][C:2]1[CH:3]=[C:4]2[C:8](=[CH:9][CH:10]=1)[N:7]([CH:12]1[CH2:18][CH2:17][CH2:16][N:15]([C:19]([O:21][C:22]([CH3:25])([CH3:24])[CH3:23])=[O:20])[CH2:14][CH2:13]1)[CH2:6][CH2:5]2. Given the reactants [I:1][C:2]1[CH:3]=[C:4]2[C:8](=[CH:9][CH:10]=1)[NH:7][CH:6]=[CH:5]2.O=[C:12]1[CH2:18][CH2:17][CH2:16][N:15]([C:19]([O:21][C:22]([CH3:25])([CH3:24])[CH3:23])=[O:20])[CH2:14][CH2:13]1, predict the reaction product. (6) Given the reactants Cl.[Cl:2][C:3]1[C:11]([O:12][CH2:13][CH2:14][CH2:15][NH2:16])=[CH:10][C:9]([I:17])=[C:8]2[C:4]=1[CH2:5][NH:6][C:7]2=[O:18].C(N(CC)CC)C.[CH2:26]([N:28]=[C:29]=[O:30])[CH3:27], predict the reaction product. The product is: [Cl:2][C:3]1[C:11]([O:12][CH2:13][CH2:14][CH2:15][NH:16][C:29](=[O:30])[NH:28][CH2:26][CH3:27])=[CH:10][C:9]([I:17])=[C:8]2[C:4]=1[CH2:5][NH:6][C:7]2=[O:18].